Dataset: Forward reaction prediction with 1.9M reactions from USPTO patents (1976-2016). Task: Predict the product of the given reaction. (1) Given the reactants C([O:5][C:6](=[O:17])[CH2:7][O:8][C:9]1[CH:14]=[CH:13][C:12]([Cl:15])=[CH:11][C:10]=1Br)(C)(C)C.[C:18]([C:20]1[CH:25]=[CH:24][C:23]([F:26])=[CH:22][C:21]=1[F:27])#[CH:19].C(N(CC)CC)C, predict the reaction product. The product is: [Cl:15][C:12]1[CH:13]=[CH:14][C:9]([O:8][CH2:7][C:6]([OH:5])=[O:17])=[C:10]([C:19]#[C:18][C:20]2[CH:25]=[CH:24][C:23]([F:26])=[CH:22][C:21]=2[F:27])[CH:11]=1. (2) Given the reactants [H-].[Al+3].[Li+].[H-].[H-].[H-].[CH3:7][NH:8][C:9]1[S:10][CH:11]=[C:12]([C:14]2[CH:21]=[CH:20][C:17]([C:18]#[N:19])=[CH:16][CH:15]=2)[N:13]=1, predict the reaction product. The product is: [CH3:7][NH:8][C:9]1[S:10][CH:11]=[C:12]([C:14]2[CH:21]=[CH:20][C:17]([CH2:18][NH2:19])=[CH:16][CH:15]=2)[N:13]=1. (3) Given the reactants [NH:1]1[CH2:6][CH2:5][CH:4]([N:7]2[CH:11]=[C:10]([O:12][C:13]3[N:14]=[C:15]([OH:23])[C:16]4[CH:22]=[CH:21][N:20]=[CH:19][C:17]=4[N:18]=3)[CH:9]=[N:8]2)[CH2:3][CH2:2]1.[CH:24](=O)[C:25]1[CH:30]=[CH:29][CH:28]=[CH:27][CH:26]=1, predict the reaction product. The product is: [CH2:24]([N:1]1[CH2:2][CH2:3][CH:4]([N:7]2[CH:11]=[C:10]([O:12][C:13]3[N:14]=[C:15]([OH:23])[C:16]4[CH:22]=[CH:21][N:20]=[CH:19][C:17]=4[N:18]=3)[CH:9]=[N:8]2)[CH2:5][CH2:6]1)[C:25]1[CH:30]=[CH:29][CH:28]=[CH:27][CH:26]=1. (4) Given the reactants [C:1]([C:9]1[C:14]([CH3:15])=[CH:13][CH:12]=[CH:11][C:10]=1[CH2:16][C:17]#[N:18])(=O)[C:2]1[CH:7]=[CH:6][CH:5]=[CH:4][CH:3]=1.[ClH:19].CCOC(C)=O, predict the reaction product. The product is: [ClH:19].[CH3:15][C:14]1[CH:13]=[CH:12][CH:11]=[C:10]2[C:9]=1[C:1]([C:2]1[CH:7]=[CH:6][CH:5]=[CH:4][CH:3]=1)=[N:18][CH2:17][CH2:16]2. (5) Given the reactants Br[C:2]1[CH:3]=[C:4]([C:22]([OH:31])([C:27]([F:30])([F:29])[F:28])[C:23]([F:26])([F:25])[F:24])[CH:5]=[CH:6][C:7]=1[N:8]1[CH2:13][CH2:12][N:11]([S:14]([C:17]2[S:18][CH:19]=[CH:20][CH:21]=2)(=[O:16])=[O:15])[CH2:10][CH2:9]1.C[Si](C)(C)[C:34]#[C:35][CH3:36].C(NCC)C.C1(P(C2C=CC=CC=2)C2C=CC=CC=2)C=CC=CC=1, predict the reaction product. The product is: [F:24][C:23]([F:26])([F:25])[C:22]([C:4]1[CH:5]=[CH:6][C:7]([N:8]2[CH2:13][CH2:12][N:11]([S:14]([C:17]3[S:18][CH:19]=[CH:20][CH:21]=3)(=[O:16])=[O:15])[CH2:10][CH2:9]2)=[C:2]([C:34]#[C:35][CH3:36])[CH:3]=1)([OH:31])[C:27]([F:30])([F:29])[F:28].